This data is from Catalyst prediction with 721,799 reactions and 888 catalyst types from USPTO. The task is: Predict which catalyst facilitates the given reaction. Reactant: [F:1][CH:2]1[CH2:8][N:7]([C:9]2[N:13]([CH3:14])[N:12]=[CH:11][C:10]=2[N+:15]([O-])=O)[CH2:6][CH2:5][CH:4]([NH:18]C(=O)OC(C)(C)C)[CH2:3]1.C(OC([NH:33][C:34]1[S:38][C:37]([C:39]2[C:44]([F:45])=[CH:43][CH:42]=[CH:41][C:40]=2[F:46])=[N:36][C:35]=1[C:47](O)=[O:48])=O)(C)(C)C.CO.C(Cl)Cl.N. Product: [NH2:33][C:34]1[S:38][C:37]([C:39]2[C:44]([F:45])=[CH:43][CH:42]=[CH:41][C:40]=2[F:46])=[N:36][C:35]=1[C:47]([NH:15][C:10]1[CH:11]=[N:12][N:13]([CH3:14])[C:9]=1[N:7]1[CH2:6][CH2:5][CH:4]([NH2:18])[CH2:3][CH:2]([F:1])[CH2:8]1)=[O:48]. The catalyst class is: 5.